This data is from Reaction yield outcomes from USPTO patents with 853,638 reactions. The task is: Predict the reaction yield, written as a fraction of the theoretical maximum amount of product (1.0 means a 100% yield; for example, 0.34 means a 34% yield). The reactants are [O:1]=[C:2]1[CH:7]=[C:6]([CH:8]2[CH2:13][CH2:12][N:11](C(OC(C)(C)C)=O)[CH2:10][CH2:9]2)[N:5]2[N:21]=[C:22]3[N:27]=[CH:26][CH:25]=[CH:24][C:23]3=[C:4]2[NH:3]1.[ClH:28]. The catalyst is CO.O1CCOCC1. The product is [ClH:28].[NH:11]1[CH2:12][CH2:13][CH:8]([C:6]2[N:5]3[N:21]=[C:22]4[N:27]=[CH:26][CH:25]=[CH:24][C:23]4=[C:4]3[NH:3][C:2](=[O:1])[CH:7]=2)[CH2:9][CH2:10]1. The yield is 0.180.